Dataset: Full USPTO retrosynthesis dataset with 1.9M reactions from patents (1976-2016). Task: Predict the reactants needed to synthesize the given product. (1) Given the product [CH3:34][C:29]1[CH:28]=[C:27]([CH:32]=[C:31]([CH3:33])[CH:30]=1)[O:26][C:25]1[CH:24]=[CH:23][C:19]([C:20]([O:22][CH3:35])=[O:21])=[CH:18][C:17]=1[S:14]([N:11]1[CH2:10][CH2:9][N:8]([C:6]([O:5][C:1]([CH3:4])([CH3:3])[CH3:2])=[O:7])[CH2:13][CH2:12]1)(=[O:15])=[O:16], predict the reactants needed to synthesize it. The reactants are: [C:1]([O:5][C:6]([N:8]1[CH2:13][CH2:12][N:11]([S:14]([C:17]2[CH:18]=[C:19]([CH:23]=[CH:24][C:25]=2[O:26][C:27]2[CH:32]=[C:31]([CH3:33])[CH:30]=[C:29]([CH3:34])[CH:28]=2)[C:20]([OH:22])=[O:21])(=[O:16])=[O:15])[CH2:10][CH2:9]1)=[O:7])([CH3:4])([CH3:3])[CH3:2].[C:35]([O-])([O-])=O.[K+].[K+].CI. (2) Given the product [O:47]=[C:42]1[CH2:43][CH2:44][C:45](=[O:46])[N:41]1[O:38][C:37]([C:34]1[S:33][C:29]2[N:30]=[CH:31][N:32]=[C:27]([NH:26][C:20]3[CH:21]=[CH:22][C:23]([F:25])=[CH:24][C:19]=3[O:18][C@H:14]3[CH2:15][CH2:16][CH2:17][N:12]([C:10]([O:9][C:5]([CH3:8])([CH3:6])[CH3:7])=[O:11])[CH2:13]3)[C:28]=2[C:35]=1[CH3:36])=[O:39], predict the reactants needed to synthesize it. The reactants are: C(Cl)CCl.[C:5]([O:9][C:10]([N:12]1[CH2:17][CH2:16][CH2:15][C@H:14]([O:18][C:19]2[CH:24]=[C:23]([F:25])[CH:22]=[CH:21][C:20]=2[NH:26][C:27]2[C:28]3[C:35]([CH3:36])=[C:34]([C:37]([OH:39])=[O:38])[S:33][C:29]=3[N:30]=[CH:31][N:32]=2)[CH2:13]1)=[O:11])([CH3:8])([CH3:7])[CH3:6].O[N:41]1[C:45](=[O:46])[CH2:44][CH2:43][C:42]1=[O:47]. (3) Given the product [Br:1][C:2]1[CH:8]=[C:7]([Cl:9])[CH:6]=[C:5]([F:10])[C:3]=1[N:4]1[CH:13]=[CH:17][CH:16]=[CH:15]1, predict the reactants needed to synthesize it. The reactants are: [Br:1][C:2]1[CH:8]=[C:7]([Cl:9])[CH:6]=[C:5]([F:10])[C:3]=1[NH2:4].CO[CH:13]1[CH2:17][CH2:16][CH:15](OC)O1.